Dataset: Full USPTO retrosynthesis dataset with 1.9M reactions from patents (1976-2016). Task: Predict the reactants needed to synthesize the given product. (1) Given the product [C:1]([N:5]1[C:9](=[O:10])[C:8]([NH:11][CH2:12][CH2:13][CH2:14][Cl:34])=[C:7]([C:16]2[CH:21]=[CH:20][CH:19]=[CH:18][CH:17]=2)[S:6]1(=[O:23])=[O:22])([CH3:4])([CH3:3])[CH3:2], predict the reactants needed to synthesize it. The reactants are: [C:1]([N:5]1[C:9](=[O:10])[C:8]([NH:11][CH2:12][CH2:13][CH2:14]O)=[C:7]([C:16]2[CH:21]=[CH:20][CH:19]=[CH:18][CH:17]=2)[S:6]1(=[O:23])=[O:22])([CH3:4])([CH3:3])[CH3:2].CC1C=CC(S([Cl:34])(=O)=O)=CC=1. (2) Given the product [C:26]([N:2]1[CH2:3][CH2:4][C:5]2([CH2:10][CH2:9][CH2:8][N:7]([C:11]3[CH:34]=[CH:35][C:36]([C:39]([NH:41][C:42]4[CH:47]=[C:46]([C:48]5[S:49][CH:50]=[CH:51][CH:52]=5)[CH:45]=[CH:44][C:43]=4[NH2:53])=[O:40])=[CH:37][N:38]=3)[CH2:6]2)[CH2:1]1)(=[O:27])[CH3:25], predict the reactants needed to synthesize it. The reactants are: [CH2:1]1[C:5]2([CH2:10][CH2:9][CH2:8][N:7]([C:11](OC(C)(C)C)=O)[CH2:6]2)[CH2:4][CH2:3][NH:2]1.CCN(CC)CC.[CH3:25][C:26](OC(C)=O)=[O:27].ClC1[N:38]=[CH:37][C:36]([C:39]([NH:41][C:42]2[CH:47]=[C:46]([C:48]3[S:49][CH:50]=[CH:51][CH:52]=3)[CH:45]=[CH:44][C:43]=2[NH:53]C(=O)OC(C)(C)C)=[O:40])=[CH:35][CH:34]=1. (3) Given the product [CH2:24]([N:28]([CH2:29][C:30]1[CH:42]=[CH:41][C:33]([O:34][CH2:35][C:36]([O:38][CH2:39][CH3:40])=[O:37])=[C:32]([CH3:43])[CH:31]=1)[C:2]1[CH:7]=[N:6][CH:5]=[C:4]([C:8]2[CH:13]=[CH:12][C:11]([CH3:14])=[CH:10][CH:9]=2)[N:3]=1)[CH2:25][CH2:26][CH3:27], predict the reactants needed to synthesize it. The reactants are: Br[C:2]1[CH:7]=[N:6][CH:5]=[C:4]([C:8]2[CH:13]=[CH:12][C:11]([CH3:14])=[CH:10][CH:9]=2)[N:3]=1.C(N(CC)C(C)C)(C)C.[CH2:24]([NH:28][CH2:29][C:30]1[CH:42]=[CH:41][C:33]([O:34][CH2:35][C:36]([O:38][CH2:39][CH3:40])=[O:37])=[C:32]([CH3:43])[CH:31]=1)[CH2:25][CH2:26][CH3:27]. (4) The reactants are: [NH:1]([C:29]([O:31][C:32]([CH3:35])([CH3:34])[CH3:33])=[O:30])[C@H:2]([C:26](O)=O)[CH2:3][C:4](=[O:25])[NH:5][C:6]([C:19]1[CH:24]=[CH:23][CH:22]=[CH:21][CH:20]=1)([C:13]1[CH:18]=[CH:17][CH:16]=[CH:15][CH:14]=1)[C:7]1[CH:12]=[CH:11][CH:10]=[CH:9][CH:8]=1.CN1CCOCC1.ClC(OCC(C)C)=O.[Br:51][C:52]1[CH:53]=[C:54]([NH2:59])[C:55]([NH2:58])=[CH:56][CH:57]=1.C(O)(=O)C. Given the product [Br:51][C:52]1[CH:57]=[CH:56][C:55]2[NH:58][C:26]([C@@H:2]([NH:1][C:29](=[O:30])[O:31][C:32]([CH3:34])([CH3:33])[CH3:35])[CH2:3][C:4](=[O:25])[NH:5][C:6]([C:7]3[CH:12]=[CH:11][CH:10]=[CH:9][CH:8]=3)([C:19]3[CH:24]=[CH:23][CH:22]=[CH:21][CH:20]=3)[C:13]3[CH:14]=[CH:15][CH:16]=[CH:17][CH:18]=3)=[N:59][C:54]=2[CH:53]=1, predict the reactants needed to synthesize it. (5) Given the product [CH3:15][O:16][C:2]([C:3]1[CH:12]=[C:11]2[C:6]([CH:7]=[CH:8][CH:9]=[N:10]2)=[CH:5][CH:4]=1)=[O:17], predict the reactants needed to synthesize it. The reactants are: F[C:2](F)(F)[C:3]1[CH:12]=[C:11]2[C:6]([CH:7]=[CH:8][CH:9]=[N:10]2)=[CH:5][CH:4]=1.[CH3:15][OH:16].[OH:17]S(O)(=O)=O.O=S(=O)=O. (6) Given the product [F:1][C:2]([F:41])([F:40])[C:3]1[CH:4]=[C:5]([C:6]([N:8]2[CH2:13][CH2:12][CH:11]([N:14]3[CH2:15][CH2:16][N:17]([CH:20]4[CH2:42][CH2:21]4)[CH2:18][CH2:19]3)[CH:10]([C:26]3[CH:31]=[CH:30][C:29]([Cl:32])=[CH:28][CH:27]=3)[CH2:9]2)=[O:7])[CH:33]=[C:34]([C:36]([F:39])([F:37])[F:38])[CH:35]=1, predict the reactants needed to synthesize it. The reactants are: [F:1][C:2]([F:41])([F:40])[C:3]1[CH:4]=[C:5]([CH:33]=[C:34]([C:36]([F:39])([F:38])[F:37])[CH:35]=1)[C:6]([N:8]1[CH2:13][CH2:12][CH:11]([N:14]2[CH2:19][CH2:18][N:17]([C:20](=O)[C:21](F)(F)F)[CH2:16][CH2:15]2)[CH:10]([C:26]2[CH:31]=[CH:30][C:29]([Cl:32])=[CH:28][CH:27]=2)[CH2:9]1)=[O:7].[CH2:42](OC1(O[Si](C)(C)C)CC1)C.